From a dataset of Catalyst prediction with 721,799 reactions and 888 catalyst types from USPTO. Predict which catalyst facilitates the given reaction. Reactant: [N:1]([CH:4]([CH3:13])[C:5]([C:7]1[CH:12]=[CH:11][CH:10]=[CH:9][CH:8]=1)=[O:6])=[N+]=[N-].[ClH:14]. Product: [ClH:14].[NH2:1][CH:4]([CH3:13])[C:5]([C:7]1[CH:12]=[CH:11][CH:10]=[CH:9][CH:8]=1)=[O:6]. The catalyst class is: 43.